From a dataset of Full USPTO retrosynthesis dataset with 1.9M reactions from patents (1976-2016). Predict the reactants needed to synthesize the given product. (1) Given the product [Br:18][C:19]1[C:20]([NH:26][C:4]2[CH:3]=[C:2]([Cl:1])[CH:16]=[CH:15][C:5]=2[O:6][CH2:7][CH:8]2[CH2:13][CH2:12][N:11]([CH3:14])[CH2:10][CH2:9]2)=[N:21][CH:22]=[C:23]([CH3:25])[CH:24]=1, predict the reactants needed to synthesize it. The reactants are: [Cl:1][C:2]1[CH:16]=[CH:15][C:5]([O:6][CH2:7][CH:8]2[CH2:13][CH2:12][N:11]([CH3:14])[CH2:10][CH2:9]2)=[C:4](I)[CH:3]=1.[Br:18][C:19]1[C:20]([NH2:26])=[N:21][CH:22]=[C:23]([CH3:25])[CH:24]=1. (2) Given the product [N:1]1[CH:6]=[CH:5][CH:4]=[CH:3][C:2]=1[C:7]1[N:11]=[C:10]([C:12]2[CH:13]=[C:14]([C:24]3[CH:25]=[CH:26][N:21]=[CH:22][CH:23]=3)[CH:15]=[C:16]([C:18]#[N:19])[CH:17]=2)[O:9][N:8]=1, predict the reactants needed to synthesize it. The reactants are: [N:1]1[CH:6]=[CH:5][CH:4]=[CH:3][C:2]=1[C:7]1[N:11]=[C:10]([C:12]2[CH:17]=[C:16]([C:18]#[N:19])[CH:15]=[C:14](Br)[CH:13]=2)[O:9][N:8]=1.[N:21]1[CH:26]=[CH:25][C:24](B(O)O)=[CH:23][CH:22]=1.COCCOC.C(=O)([O-])[O-].[Na+].[Na+]. (3) Given the product [Si:11]([O:18][CH2:19][C@H:20]1[N:25]([C:26]([O:28][C:29]([CH3:32])([CH3:31])[CH3:30])=[O:27])[CH2:24][C@@H:23]([CH:33]=[O:34])[O:22][CH2:21]1)([C:14]([CH3:17])([CH3:15])[CH3:16])([CH3:13])[CH3:12], predict the reactants needed to synthesize it. The reactants are: C(Cl)(=O)C(Cl)=O.CS(C)=O.[Si:11]([O:18][CH2:19][C@H:20]1[N:25]([C:26]([O:28][C:29]([CH3:32])([CH3:31])[CH3:30])=[O:27])[CH2:24][C@@H:23]([CH2:33][OH:34])[O:22][CH2:21]1)([C:14]([CH3:17])([CH3:16])[CH3:15])([CH3:13])[CH3:12].C(N(CC)CC)C. (4) The reactants are: [Cl:1][C:2]1[N:6]2[CH:7]=[CH:8][CH:9]=[C:10]([C:11]([F:14])([F:13])[F:12])[C:5]2=[N:4][C:3]=1[C:15]([O:17]C)=[O:16].[OH-].[Na+].Cl. Given the product [Cl:1][C:2]1[N:6]2[CH:7]=[CH:8][CH:9]=[C:10]([C:11]([F:13])([F:12])[F:14])[C:5]2=[N:4][C:3]=1[C:15]([OH:17])=[O:16], predict the reactants needed to synthesize it. (5) Given the product [NH:22]1[C@H:23]2[C@H:18]([CH2:17][CH2:16][C:15]3[C:24]2=[N:11][CH:12]=[CH:13][CH:14]=3)[CH2:19][CH2:20][CH2:21]1, predict the reactants needed to synthesize it. The reactants are: COC1C=CC([C@@H]([N:11]2[C@H:24]3[C@H:15]([CH2:16][CH2:17][C:18]4[C:23]3=[N:22][CH:21]=[CH:20][CH:19]=4)[CH2:14][CH2:13][CH2:12]2)C)=CC=1.FC(F)(F)C(O)=O.